From a dataset of NCI-60 drug combinations with 297,098 pairs across 59 cell lines. Regression. Given two drug SMILES strings and cell line genomic features, predict the synergy score measuring deviation from expected non-interaction effect. Drug 1: CC1=C(C=C(C=C1)NC2=NC=CC(=N2)N(C)C3=CC4=NN(C(=C4C=C3)C)C)S(=O)(=O)N.Cl. Drug 2: CCCS(=O)(=O)NC1=C(C(=C(C=C1)F)C(=O)C2=CNC3=C2C=C(C=N3)C4=CC=C(C=C4)Cl)F. Cell line: HOP-62. Synergy scores: CSS=11.7, Synergy_ZIP=-0.323, Synergy_Bliss=4.29, Synergy_Loewe=-0.779, Synergy_HSA=1.03.